From a dataset of Full USPTO retrosynthesis dataset with 1.9M reactions from patents (1976-2016). Predict the reactants needed to synthesize the given product. (1) Given the product [CH3:11][O:8][C:7](=[O:9])[CH2:6][C:2]1[S:1][CH:5]=[CH:4][CH:3]=1, predict the reactants needed to synthesize it. The reactants are: [S:1]1[CH:5]=[CH:4][CH:3]=[C:2]1[CH2:6][C:7]([OH:9])=[O:8].Cl.[CH3:11]O. (2) The reactants are: C([CH2:3][C:4](=O)[CH2:5][CH:6](Cl)[C:7]1[CH:12]=[CH:11][C:10]([N+:13]([O-:15])=[O:14])=[C:9]([N+:16]([O-:18])=[O:17])[CH:8]=1)C.[Br:21][C:22]1[CH:23]=[C:24]([CH:26]=[CH:27][CH:28]=1)[NH2:25].CN(C)C(=[O:33])C. Given the product [Br:21][C:22]1[CH:23]=[C:24]([N:25]2[CH:6]([C:7]3[CH:12]=[CH:11][C:10]([N+:13]([O-:15])=[O:14])=[C:9]([N+:16]([O-:18])=[O:17])[CH:8]=3)[CH2:5][CH2:4][C:3]2=[O:33])[CH:26]=[CH:27][CH:28]=1, predict the reactants needed to synthesize it. (3) Given the product [CH3:9][O:10][C:11]1[CH:16]=[CH:15][C:14]([CH:17]([O:20][Si:21]([CH3:24])([CH3:23])[CH3:22])[C:18]([C:1]2[CH:6]=[CH:5][CH:4]=[CH:3][CH:2]=2)=[O:27])=[CH:13][CH:12]=1, predict the reactants needed to synthesize it. The reactants are: [C:1]1([Mg]Br)[CH:6]=[CH:5][CH:4]=[CH:3][CH:2]=1.[CH3:9][O:10][C:11]1[CH:16]=[CH:15][C:14]([CH:17]([O:20][Si:21]([CH3:24])([CH3:23])[CH3:22])[C:18]#N)=[CH:13][CH:12]=1.C([O:27]CC)C. (4) Given the product [O:31]1[CH2:32][CH2:33][N:28]([C:10]2[C:9]3[C:14](=[CH:15][CH:16]=[C:7]([N:1]4[CH2:2][CH2:3][CH2:4][CH2:5][CH2:6]4)[CH:8]=3)[N:13]=[C:12]([N:17]3[CH:21]=[C:20]([C:22]([OH:24])=[O:23])[CH:19]=[N:18]3)[N:11]=2)[CH2:29][CH2:30]1, predict the reactants needed to synthesize it. The reactants are: [N:1]1([C:7]2[CH:8]=[C:9]3[C:14](=[CH:15][CH:16]=2)[N:13]=[C:12]([N:17]2[CH:21]=[C:20]([C:22]([O:24]CC)=[O:23])[CH:19]=[N:18]2)[NH:11][C:10]3=O)[CH2:6][CH2:5][CH2:4][CH2:3][CH2:2]1.[NH:28]1[CH2:33][CH2:32][O:31][CH2:30][CH2:29]1. (5) Given the product [O:17]=[C:10]1[NH:9][C:8]([C:4]2[CH:3]=[C:2]([O:1][C:19](=[O:20])[CH3:18])[CH:7]=[CH:6][CH:5]=2)=[N:13][C:12]2[CH:14]=[CH:15][S:16][C:11]1=2, predict the reactants needed to synthesize it. The reactants are: [OH:1][C:2]1[CH:3]=[C:4]([C:8]2[NH:9][C:10](=[O:17])[C:11]3[S:16][CH:15]=[CH:14][C:12]=3[N:13]=2)[CH:5]=[CH:6][CH:7]=1.[CH3:18][C:19]([O-])=[O:20].[K+].CC(OC(C)=O)=O. (6) Given the product [C:1]([N:4]1[C:12]2[C:7](=[C:8]([Br:13])[CH:9]=[CH:10][CH:11]=2)[C:6](=[O:24])[CH2:5]1)(=[O:3])[CH3:2], predict the reactants needed to synthesize it. The reactants are: [C:1]([N:4]1[C:12]2[C:7](=[C:8]([Br:13])[CH:9]=[CH:10][CH:11]=2)[C:6](C=O)=[CH:5]1)(=[O:3])[CH3:2].ClC1C=CC=C(C(OO)=[O:24])C=1. (7) Given the product [CH2:1]([O:8][C:9](=[O:16])[CH2:10][N:11]([CH2:12][CH2:13][CH2:14][OH:15])[C:31](=[O:33])[CH2:30][C@H:29]([O:28][C:17](=[O:27])[CH2:18][CH2:19][CH2:20][CH2:21][CH2:22][CH2:23][CH2:24][CH2:25][CH3:26])[CH2:34][CH2:35][CH2:36][CH2:37][CH2:38][CH2:39][CH2:40][CH2:41][CH2:42][CH2:43][CH3:44])[C:2]1[CH:7]=[CH:6][CH:5]=[CH:4][CH:3]=1, predict the reactants needed to synthesize it. The reactants are: [CH2:1]([O:8][C:9](=[O:16])[CH2:10][NH:11][CH2:12][CH2:13][CH2:14][OH:15])[C:2]1[CH:7]=[CH:6][CH:5]=[CH:4][CH:3]=1.[C:17]([O:28][C@H:29]([CH2:34][CH2:35][CH2:36][CH2:37][CH2:38][CH2:39][CH2:40][CH2:41][CH2:42][CH2:43][CH3:44])[CH2:30][C:31]([OH:33])=O)(=[O:27])[CH2:18][CH2:19][CH2:20][CH2:21][CH2:22][CH2:23][CH2:24][CH2:25][CH3:26].C(Cl)CCl.CI.